This data is from NCI-60 drug combinations with 297,098 pairs across 59 cell lines. The task is: Regression. Given two drug SMILES strings and cell line genomic features, predict the synergy score measuring deviation from expected non-interaction effect. Cell line: LOX IMVI. Drug 1: C1CCN(CC1)CCOC2=CC=C(C=C2)C(=O)C3=C(SC4=C3C=CC(=C4)O)C5=CC=C(C=C5)O. Drug 2: CC12CCC3C(C1CCC2O)C(CC4=C3C=CC(=C4)O)CCCCCCCCCS(=O)CCCC(C(F)(F)F)(F)F. Synergy scores: CSS=4.12, Synergy_ZIP=0.00841, Synergy_Bliss=-1.51, Synergy_Loewe=3.27, Synergy_HSA=0.835.